This data is from Peptide-MHC class I binding affinity with 185,985 pairs from IEDB/IMGT. The task is: Regression. Given a peptide amino acid sequence and an MHC pseudo amino acid sequence, predict their binding affinity value. This is MHC class I binding data. The peptide sequence is SFIMRNFLR. The MHC is HLA-A03:01 with pseudo-sequence HLA-A03:01. The binding affinity (normalized) is 0.135.